Dataset: Catalyst prediction with 721,799 reactions and 888 catalyst types from USPTO. Task: Predict which catalyst facilitates the given reaction. (1) Reactant: Cl[C:2]1[C:7]([N+:8]([O-:10])=[O:9])=[CH:6][CH:5]=[C:4]([Cl:11])[N:3]=1.[Cl:12][C:13]1[CH:19]=[C:18]([O:20][CH3:21])[C:17]([O:22][CH2:23][C:24]2[C:29]([O:30][CH3:31])=[CH:28][CH:27]=[C:26]([F:32])[C:25]=2[F:33])=[CH:16][C:14]=1[NH2:15].C(N(CC)C(C)C)(C)C.Cl. Product: [Cl:11][C:4]1[N:3]=[C:2]([NH:15][C:14]2[CH:16]=[C:17]([O:22][CH2:23][C:24]3[C:29]([O:30][CH3:31])=[CH:28][CH:27]=[C:26]([F:32])[C:25]=3[F:33])[C:18]([O:20][CH3:21])=[CH:19][C:13]=2[Cl:12])[C:7]([N+:8]([O-:10])=[O:9])=[CH:6][CH:5]=1. The catalyst class is: 10. (2) Reactant: [O:1]([C:8]1[CH:13]=[CH:12][C:11](O)=[CH:10][CH:9]=1)[C:2]1[CH:7]=[CH:6][CH:5]=[CH:4][CH:3]=1.[Br:15][CH2:16][CH2:17][CH2:18]Br.C(=O)([O-])[O-].[K+].[K+]. Product: [Br:15][CH2:16][CH2:17][CH2:18][C:11]1[CH:12]=[CH:13][C:8]([O:1][C:2]2[CH:7]=[CH:6][CH:5]=[CH:4][CH:3]=2)=[CH:9][CH:10]=1. The catalyst class is: 311. (3) Reactant: [H-].[Na+].COP([CH2:9][C:10]1[CH:11]=[C:12]([CH:17]=[CH:18][CH:19]=1)[C:13]([O:15][CH3:16])=[O:14])(OC)=O.[Cl:20][C:21]1[CH:26]=[CH:25][CH:24]=[C:23]([Cl:27])[C:22]=1[N:28]1[C:32]([C:33]2[CH:40]=[CH:39][C:36]([CH:37]=O)=[CH:35][C:34]=2[CH3:41])=[CH:31][C:30]([C:42]([OH:45])([CH3:44])[CH3:43])=[N:29]1. Product: [Cl:20][C:21]1[CH:26]=[CH:25][CH:24]=[C:23]([Cl:27])[C:22]=1[N:28]1[C:32]([C:33]2[CH:40]=[CH:39][C:36](/[CH:37]=[CH:9]/[C:10]3[CH:11]=[C:12]([CH:17]=[CH:18][CH:19]=3)[C:13]([O:15][CH3:16])=[O:14])=[CH:35][C:34]=2[CH3:41])=[CH:31][C:30]([C:42]([OH:45])([CH3:43])[CH3:44])=[N:29]1. The catalyst class is: 1. (4) Reactant: [CH3:1][C:2]1([CH3:18])[C:6]([CH3:8])([CH3:7])[O:5][B:4]([C:9]2[CH:10]=[C:11]([CH:15]=[CH:16][CH:17]=2)[C:12]([OH:14])=O)[O:3]1.CN(C(ON1N=NC2C=CC=NC1=2)=[N+](C)C)C.F[P-](F)(F)(F)(F)F.Cl.[NH2:44][C:45]1[CH:50]=[CH:49][CH:48]=[CH:47][C:46]=1[CH2:51][C:52]([O:54][CH3:55])=[O:53]. Product: [CH3:18][C:2]1([CH3:1])[C:6]([CH3:7])([CH3:8])[O:5][B:4]([C:9]2[CH:10]=[C:11]([CH:15]=[CH:16][CH:17]=2)[C:12]([NH:44][C:45]2[CH:50]=[CH:49][CH:48]=[CH:47][C:46]=2[CH2:51][C:52]([O:54][CH3:55])=[O:53])=[O:14])[O:3]1. The catalyst class is: 18. (5) Reactant: [C:1]([N:5]1[CH2:10][CH2:9][C:8](=[O:11])[CH2:7][CH2:6]1)([CH3:4])([CH3:3])[CH3:2].CC1C(C)=C(C)[SiH](C)[SiH-](C)(C)C=1.[Li+].[F:25][C:26]([F:46])([F:45])[S:27](N(C1C=CC(Cl)=CN=1)[S:27]([C:26]([F:46])([F:45])[F:25])(=[O:29])=[O:28])(=[O:29])=[O:28]. Product: [C:1]([N:5]1[CH2:10][CH:9]=[C:8]([O:11][S:27]([C:26]([F:46])([F:45])[F:25])(=[O:29])=[O:28])[CH2:7][CH2:6]1)([CH3:4])([CH3:2])[CH3:3]. The catalyst class is: 7.